From a dataset of Full USPTO retrosynthesis dataset with 1.9M reactions from patents (1976-2016). Predict the reactants needed to synthesize the given product. (1) Given the product [F:9][C:10]1[CH:47]=[C:46]([F:48])[CH:45]=[CH:44][C:11]=1[O:12][C:13]1[C:21]2[N:20]=[CH:19][N:18]([CH3:22])[C:17]=2[C:16]([CH:23]([OH:24])[CH3:4])=[CH:15][C:14]=1[C:25]1[C:26]2[CH:35]=[N:34][N:33]([CH2:36][O:37][CH2:38][CH2:39][Si:40]([CH3:41])([CH3:42])[CH3:43])[C:27]=2[C:28](=[O:32])[N:29]([CH3:31])[CH:30]=1, predict the reactants needed to synthesize it. The reactants are: C[Mg]I.[CH2:4](OCC)C.[F:9][C:10]1[CH:47]=[C:46]([F:48])[CH:45]=[CH:44][C:11]=1[O:12][C:13]1[C:21]2[N:20]=[CH:19][N:18]([CH3:22])[C:17]=2[C:16]([CH:23]=[O:24])=[CH:15][C:14]=1[C:25]1[C:26]2[CH:35]=[N:34][N:33]([CH2:36][O:37][CH2:38][CH2:39][Si:40]([CH3:43])([CH3:42])[CH3:41])[C:27]=2[C:28](=[O:32])[N:29]([CH3:31])[CH:30]=1. (2) Given the product [NH:19]1[CH:21]=[CH:1][C:2]([C:4]2[CH:9]=[CH:8][C:7]([N:10]3[CH2:15][CH2:14][O:13][CH2:12][CH2:11]3)=[CH:6][CH:5]=2)=[N:25]1, predict the reactants needed to synthesize it. The reactants are: [CH3:1][C:2]([C:4]1[CH:9]=[CH:8][C:7]([N:10]2[CH2:15][CH2:14][O:13][CH2:12][CH2:11]2)=[CH:6][CH:5]=1)=O.COC(OC)[N:19]([CH3:21])C.O.[NH2:25]N. (3) Given the product [CH3:22][O:23][C:24]1[CH:29]=[CH:28][CH:27]=[CH:26][C:25]=1[NH:30][C:31](=[O:32])[NH:1][C:2]1[CH:3]=[CH:4][C:5]([CH2:8][C:9]([O:11][CH2:12][CH3:13])=[O:10])=[CH:6][CH:7]=1, predict the reactants needed to synthesize it. The reactants are: [NH2:1][C:2]1[CH:7]=[CH:6][C:5]([CH2:8][C:9]([O:11][CH2:12][CH3:13])=[O:10])=[CH:4][C:3]=1C.C(N(CC)CC)C.[CH3:22][O:23][C:24]1[CH:29]=[CH:28][CH:27]=[CH:26][C:25]=1[N:30]=[C:31]=[O:32]. (4) Given the product [CH2:19]=[C:16]1[C:17](=[CH2:18])[C:10]23[O:14][CH:7]([CH2:8][CH:9]2[CH2:13][CH2:12][CH2:11]3)[CH2:15]1, predict the reactants needed to synthesize it. The reactants are: C(OCC)C.O[CH:7]([CH2:15][C:16]([CH2:19][Si](C)(C)C)=[C:17]=[CH2:18])[CH2:8][CH:9]1[CH2:13][CH2:12][CH2:11][C:10]1=[O:14].[Si](OS(C(F)(F)F)(=O)=O)(C)(C)C.O. (5) Given the product [CH3:1][N:2]([CH3:17])[C:3]1[CH:4]=[CH:5][C:6]([NH:9][C:10]([C:12]2[CH:16]=[CH:15][N:14]([C:28]([C:18]3[C:27]4[C:22](=[CH:23][CH:24]=[CH:25][CH:26]=4)[CH:21]=[CH:20][CH:19]=3)=[O:29])[N:13]=2)=[O:11])=[CH:7][CH:8]=1, predict the reactants needed to synthesize it. The reactants are: [CH3:1][N:2]([CH3:17])[C:3]1[CH:8]=[CH:7][C:6]([NH:9][C:10]([C:12]2[CH:16]=[CH:15][NH:14][N:13]=2)=[O:11])=[CH:5][CH:4]=1.[C:18]1([C:28](Cl)=[O:29])[C:27]2[C:22](=[CH:23][CH:24]=[CH:25][CH:26]=2)[CH:21]=[CH:20][CH:19]=1. (6) Given the product [CH:1]([C:14]1[N:15]=[C:16]([C:20]2[CH:25]=[CH:24][CH:23]=[C:22]([C:26]([CH3:28])([CH3:27])[CH3:29])[C:21]=2[OH:30])[CH:17]=[CH:18][CH:19]=1)([C:2]1[CH:7]=[CH:6][CH:5]=[CH:4][CH:3]=1)[C:8]1[CH:9]=[CH:10][CH:11]=[CH:12][CH:13]=1, predict the reactants needed to synthesize it. The reactants are: [CH:1]([C:14]1[CH:19]=[CH:18][CH:17]=[C:16]([C:20]2[CH:25]=[CH:24][CH:23]=[C:22]([C:26]([CH3:29])([CH3:28])[CH3:27])[C:21]=2[O:30]CC2C=CC=CC=2)[N:15]=1)([C:8]1[CH:13]=[CH:12][CH:11]=[CH:10][CH:9]=1)[C:2]1[CH:7]=[CH:6][CH:5]=[CH:4][CH:3]=1. (7) Given the product [CH2:6]([O:5][P:1]([OH:4])([OH:3])=[O:2])[C@H:7]1[O:20][C@@H:11]([OH:12])[C@H:10]([OH:17])[C@@H:9]([OH:18])[C@@H:8]1[OH:19], predict the reactants needed to synthesize it. The reactants are: [P:1]([O:5][CH2:6][C@@H:7]([OH:20])[C@@H:8]([OH:19])[C@H:9]([OH:18])[C@@H:10]([OH:17])[C:11](C(=O)CBr)=[O:12])([OH:4])([OH:3])=[O:2].P([O-])([O-])([O-])=O.C(S)[C@@H](O)[C@@H](O)CS.